Dataset: Reaction yield outcomes from USPTO patents with 853,638 reactions. Task: Predict the reaction yield, written as a fraction of the theoretical maximum amount of product (1.0 means a 100% yield; for example, 0.34 means a 34% yield). (1) The reactants are [C:1]([O:5][C:6](=[O:17])[NH:7][C@H:8]1[CH2:13][CH2:12][C@@H:11]([N:14]=[N+:15]=[N-:16])[CH2:10][CH2:9]1)([CH3:4])([CH3:3])[CH3:2].[CH3:18][O:19][C:20](=[O:23])[C:21]#[CH:22].CCN(C(C)C)C(C)C. The catalyst is [Cu]I.C1COCC1. The product is [CH3:18][O:19][C:20]([C:21]1[N:16]=[N:15][N:14]([C@H:11]2[CH2:12][CH2:13][C@@H:8]([NH:7][C:6]([O:5][C:1]([CH3:4])([CH3:2])[CH3:3])=[O:17])[CH2:9][CH2:10]2)[CH:22]=1)=[O:23]. The yield is 0.650. (2) The reactants are [CH3:1][CH:2]([CH2:4][CH2:5][CH2:6][C@H:7]([C@@H:9]1[C@:26]2([CH3:27])[C@H:12]([C@H:13]3[C@H:23]([CH2:24][CH2:25]2)[C@:21]2([CH3:22])[C:16]([CH2:17][C@@H:18](O)[CH2:19][CH2:20]2)=[CH:15][CH2:14]3)[CH2:11][CH2:10]1)[CH3:8])[CH3:3].CC(CCC[C@H]([C@@H]1[C@]2(C)[C@H]([C@H]3[C@H](CC2)[C@]2(C)C(C[C@@H](NCCCNC(=O)CCNC(=O)CCNC(=O)CCCCCNC4C=CC([N+]([O-])=O)=CC=4[N+]([O-])=O)CC2)=CC3)CC1)C)C.C[Si]([Br:95])(C)C.B(F)(F)F.CCOCC. The catalyst is C(Cl)Cl. The product is [Br:95][C@H:18]1[CH2:19][CH2:20][C@@:21]2([CH3:22])[C:16](=[CH:15][CH2:14][C@@H:13]3[C@@H:23]2[CH2:24][CH2:25][C@@:26]2([CH3:27])[C@H:12]3[CH2:11][CH2:10][C@@H:9]2[C@H:7]([CH3:8])[CH2:6][CH2:5][CH2:4][CH:2]([CH3:1])[CH3:3])[CH2:17]1. The yield is 0.920. (3) The reactants are [N+:1]([C:4]1[CH:25]=[CH:24][C:7]([O:8][CH2:9][CH2:10][CH2:11][CH2:12][CH2:13][O:14][C:15]2[CH:20]=[CH:19][C:18]([N+:21]([O-])=O)=[CH:17][CH:16]=2)=[CH:6][CH:5]=1)([O-])=O.[H][H]. The catalyst is O1CCCC1.[Pd]. The product is [NH2:21][C:18]1[CH:17]=[CH:16][C:15]([O:14][CH2:13][CH2:12][CH2:11][CH2:10][CH2:9][O:8][C:7]2[CH:6]=[CH:5][C:4]([NH2:1])=[CH:25][CH:24]=2)=[CH:20][CH:19]=1. The yield is 0.900. (4) The reactants are C(=O)([O-])[O-].[K+].[K+].[C:7](Cl)(=[O:9])[CH3:8].[N+:11]([C:14]1[CH:19]=[CH:18][C:17]([N:20]2[CH2:25][CH2:24][NH:23][CH2:22][CH2:21]2)=[CH:16][CH:15]=1)([O-:13])=[O:12]. The catalyst is ClCCl. The product is [C:7]([N:23]1[CH2:24][CH2:25][N:20]([C:17]2[CH:16]=[CH:15][C:14]([N+:11]([O-:13])=[O:12])=[CH:19][CH:18]=2)[CH2:21][CH2:22]1)(=[O:9])[CH3:8]. The yield is 0.720. (5) The reactants are [CH3:1][CH:2]([O:4][C:5]1[CH:11]=[CH:10][CH:9]=[CH:8][C:6]=1[NH2:7])[CH3:3].P(=O)(O)(O)O.[N+]([O-])(O)=O.[N:21]([O-])=O.[Na+].C([O-])(=O)C.[K+].[C:30]([CH2:33][C:34](=[O:36])[CH3:35])(=[O:32])[CH3:31]. The yield is 0.300. The catalyst is O.C(O)C. The product is [CH3:3][CH:2]([O:4][C:5]1[CH:11]=[CH:10][CH:9]=[CH:8][C:6]=1[NH:7][N:21]=[C:33]([C:34](=[O:36])[CH3:35])[C:30](=[O:32])[CH3:31])[CH3:1]. (6) The reactants are [OH:1][C:2]1[CH:9]=[CH:8][CH:7]=[CH:6][C:3]=1[CH:4]=[O:5].[Cl:10][C:11]1[CH:18]=[CH:17][CH:16]=[CH:15][C:12]=1[CH2:13]Cl.C([O-])([O-])=O.[K+].[K+]. The catalyst is COCCOC. The product is [Cl:10][C:11]1[CH:18]=[CH:17][CH:16]=[CH:15][C:12]=1[CH2:13][O:1][C:2]1[CH:9]=[CH:8][CH:7]=[CH:6][C:3]=1[CH:4]=[O:5]. The yield is 0.940. (7) The reactants are [CH3:1][CH2:2][CH2:3][CH2:4][CH2:5][CH2:6][CH2:7][CH2:8][CH2:9][CH2:10][CH:11]([OH:22])[CH2:12][CH2:13][CH2:14][CH2:15][CH2:16][CH2:17][CH2:18][CH2:19][CH2:20][CH3:21].[S:23](Cl)([C:26]1[CH:32]=[CH:31][C:29]([CH3:30])=[CH:28][CH:27]=1)(=[O:25])=[O:24]. The catalyst is N1C=CC=CC=1.CN(C)C1C=CN=CC=1. The product is [C:29]1([CH3:30])[CH:31]=[CH:32][C:26]([S:23]([O:22][CH:11]([CH2:10][CH2:9][CH2:8][CH2:7][CH2:6][CH2:5][CH2:4][CH2:3][CH2:2][CH3:1])[CH2:12][CH2:13][CH2:14][CH2:15][CH2:16][CH2:17][CH2:18][CH2:19][CH2:20][CH3:21])(=[O:25])=[O:24])=[CH:27][CH:28]=1. The yield is 0.880. (8) The reactants are Br[CH2:2][C:3]1[CH:12]=[CH:11][C:6]([C:7]([O:9][CH3:10])=[O:8])=[CH:5][C:4]=1[F:13].[C-:14]#[N:15].[Na+]. The catalyst is CO.O. The product is [C:14]([CH2:2][C:3]1[CH:12]=[CH:11][C:6]([C:7]([O:9][CH3:10])=[O:8])=[CH:5][C:4]=1[F:13])#[N:15]. The yield is 0.638. (9) The reactants are Cl[C:2]1[C:7]([CH:8]=[O:9])=[C:6]([N:10]2[C:22](=[O:23])[C:14]3=[CH:15][N:16]4[C:21]([CH2:20][CH2:19][CH2:18][CH2:17]4)=[C:13]3[CH:12]=[N:11]2)[N:5]=[CH:4][CH:3]=1.[CH3:24][N:25]1[CH:30]=[C:29](B2OC(C)(C)C(C)(C)O2)[CH:28]=[C:27]([NH:40][C:41]2[CH:50]=[C:44]3[CH2:45][N:46]([CH3:49])[CH2:47][CH2:48][N:43]3[N:42]=2)[C:26]1=[O:51].C([O-])(=O)C.[Na+].[O-]P([O-])([O-])=O.[K+].[K+].[K+]. The catalyst is C1C=CC(P(C2C=CC=CC=2)[C-]2C=CC=C2)=CC=1.C1C=CC(P(C2C=CC=CC=2)[C-]2C=CC=C2)=CC=1.Cl[Pd]Cl.[Fe+2].O.C(#N)C. The product is [CH3:24][N:25]1[C:26](=[O:51])[C:27]([NH:40][C:41]2[CH:50]=[C:44]3[CH2:45][N:46]([CH3:49])[CH2:47][CH2:48][N:43]3[N:42]=2)=[CH:28][C:29]([C:2]2[C:7]([CH:8]=[O:9])=[C:6]([N:10]3[C:22](=[O:23])[C:14]4=[CH:15][N:16]5[C:21]([CH2:20][CH2:19][CH2:18][CH2:17]5)=[C:13]4[CH:12]=[N:11]3)[N:5]=[CH:4][CH:3]=2)=[CH:30]1. The yield is 0.620. (10) The reactants are [CH3:1][S:2]([C:5]1[CH:10]=[CH:9][C:8]([C:11]2[CH:16]=[CH:15][CH:14]=[C:13]([C:17]#[N:18])[CH:12]=2)=[CH:7][CH:6]=1)(=[O:4])=[O:3].C([Li])CCC.[CH:24](=[O:28])[CH:25]([CH3:27])[CH3:26].[Cl-].[NH4+]. The catalyst is C1COCC1. The product is [OH:28][CH:24]([CH:25]([CH3:27])[CH3:26])[CH2:1][S:2]([C:5]1[CH:6]=[CH:7][C:8]([C:11]2[CH:16]=[CH:15][CH:14]=[C:13]([C:17]#[N:18])[CH:12]=2)=[CH:9][CH:10]=1)(=[O:3])=[O:4]. The yield is 0.650.